From a dataset of Reaction yield outcomes from USPTO patents with 853,638 reactions. Predict the reaction yield, written as a fraction of the theoretical maximum amount of product (1.0 means a 100% yield; for example, 0.34 means a 34% yield). (1) The reactants are [C:1]([O:5][C:6]([NH:8][C@@H:9]([CH2:42][C:43]1[CH:48]=[CH:47][CH:46]=[CH:45][CH:44]=1)[CH2:10][C@@H:11]1[O:15][C:14]([CH3:17])([CH3:16])[N:13]([C:18]([O:20][CH2:21][C:22]2[CH:27]=[CH:26][CH:25]=[CH:24][CH:23]=2)=[O:19])[C@H:12]1[CH2:28][C:29]1[CH:34]=[CH:33][C:32](OC(=O)C(F)(F)F)=[CH:31][CH:30]=1)=[O:7])([CH3:4])([CH3:3])[CH3:2].[Li+].[Cl-].C([Sn](CCCC)(CCCC)[C:56]1[CH:61]=[CH:60][N:59]=[CH:58][CH:57]=1)CCC. The catalyst is CN(C=O)C.Cl[Pd](Cl)([P](C1C=CC=CC=1)(C1C=CC=CC=1)C1C=CC=CC=1)[P](C1C=CC=CC=1)(C1C=CC=CC=1)C1C=CC=CC=1. The product is [C:1]([O:5][C:6]([NH:8][C@@H:9]([CH2:42][C:43]1[CH:48]=[CH:47][CH:46]=[CH:45][CH:44]=1)[CH2:10][C@@H:11]1[O:15][C:14]([CH3:16])([CH3:17])[N:13]([C:18]([O:20][CH2:21][C:22]2[CH:23]=[CH:24][CH:25]=[CH:26][CH:27]=2)=[O:19])[C@H:12]1[CH2:28][C:29]1[CH:30]=[CH:31][C:32]([C:56]2[CH:57]=[CH:58][N:59]=[CH:60][CH:61]=2)=[CH:33][CH:34]=1)=[O:7])([CH3:2])([CH3:3])[CH3:4]. The yield is 0.490. (2) The product is [Na+:51].[CH2:37]([C:33]1[CH:32]=[C:31]([NH:30][C:29]([C:12]2[N:11]([CH:40]([CH3:42])[CH3:41])[C:10]([CH:9]=[CH:8][C@@H:7]([OH:43])[CH2:6][C@@H:5]([OH:44])[CH2:4][C:3]([O-:45])=[O:2])=[C:14]([C:15]3[CH:16]=[CH:17][C:18]([F:21])=[CH:19][CH:20]=3)[C:13]=2[C:22]2[CH:23]=[CH:24][C:25]([F:28])=[CH:26][CH:27]=2)=[O:39])[CH:36]=[CH:35][CH:34]=1)[CH3:38]. The catalyst is CO.C(Cl)Cl. The yield is 0.990. The reactants are C[O:2][C:3](=[O:45])[CH2:4][C@H:5]([OH:44])[CH2:6][C@H:7]([OH:43])[CH:8]=[CH:9][C:10]1[N:11]([CH:40]([CH3:42])[CH3:41])[C:12]([C:29](=[O:39])[NH:30][C:31]2[CH:36]=[CH:35][CH:34]=[C:33]([CH2:37][CH3:38])[CH:32]=2)=[C:13]([C:22]2[CH:27]=[CH:26][C:25]([F:28])=[CH:24][CH:23]=2)[C:14]=1[C:15]1[CH:20]=[CH:19][C:18]([F:21])=[CH:17][CH:16]=1.C(O)C.O.[OH-].[Na+:51]. (3) The reactants are [CH2:1]([O:19][C@H:20]([CH2:32][O:33][CH2:34][CH2:35][CH2:36][CH2:37][CH2:38][CH2:39][CH2:40][CH2:41][CH2:42][CH2:43][CH2:44][CH2:45][CH2:46][CH2:47][CH2:48][CH2:49][CH2:50][CH3:51])[CH2:21][CH2:22][CH2:23][O:24]CC1C=CC=CC=1)[CH2:2][CH2:3][CH2:4][CH2:5][CH2:6][CH2:7][CH2:8][CH2:9][CH2:10][CH2:11][CH2:12][CH2:13][CH2:14][CH2:15][CH2:16][CH2:17][CH3:18]. The catalyst is C(OCC)(=O)C.[Pd]. The product is [CH2:1]([O:19][C@H:20]([CH2:32][O:33][CH2:34][CH2:35][CH2:36][CH2:37][CH2:38][CH2:39][CH2:40][CH2:41][CH2:42][CH2:43][CH2:44][CH2:45][CH2:46][CH2:47][CH2:48][CH2:49][CH2:50][CH3:51])[CH2:21][CH2:22][CH2:23][OH:24])[CH2:2][CH2:3][CH2:4][CH2:5][CH2:6][CH2:7][CH2:8][CH2:9][CH2:10][CH2:11][CH2:12][CH2:13][CH2:14][CH2:15][CH2:16][CH2:17][CH3:18]. The yield is 1.00. (4) The reactants are O[CH:2]=[C:3]1[C:11]2[C:6](=[CH:7][CH:8]=[CH:9][CH:10]=2)[NH:5][C:4]1=[O:12].[NH2:13][C:14]1[CH:19]=[CH:18][C:17]([S:20]([O:23][C:24]2[CH:29]=[CH:28][CH:27]=[CH:26][CH:25]=2)(=[O:22])=[O:21])=[CH:16][CH:15]=1. No catalyst specified. The product is [C:24]1([O:23][S:20]([C:17]2[CH:16]=[CH:15][C:14]([NH:13][CH:2]=[C:3]3[C:11]4[C:6](=[CH:7][CH:8]=[CH:9][CH:10]=4)[NH:5][C:4]3=[O:12])=[CH:19][CH:18]=2)(=[O:21])=[O:22])[CH:25]=[CH:26][CH:27]=[CH:28][CH:29]=1. The yield is 0.230. (5) The reactants are [CH3:1][O:2][C:3](=[O:26])[CH2:4][C:5]1[C:14]([CH3:15])=[C:13]([C:16]2[CH:21]=[CH:20][C:19]([N+:22]([O-])=O)=[CH:18][CH:17]=2)[C:12]2[C:7](=[CH:8][CH:9]=[C:10]([F:25])[CH:11]=2)[CH:6]=1.C1COCC1.[Cl-].[NH4+].O. The catalyst is CO.[Zn]. The product is [CH3:1][O:2][C:3](=[O:26])[CH2:4][C:5]1[C:14]([CH3:15])=[C:13]([C:16]2[CH:21]=[CH:20][C:19]([NH2:22])=[CH:18][CH:17]=2)[C:12]2[C:7](=[CH:8][CH:9]=[C:10]([F:25])[CH:11]=2)[CH:6]=1. The yield is 0.677. (6) The reactants are [C:1]([C:3]1[CH:4]=[C:5]([C:13]2[S:14][C:15]([C:18]3[CH:26]=[CH:25][CH:24]=[C:23]4[C:19]=3[CH2:20][CH2:21][C@@H:22]4[NH:27][S:28]([CH2:31][C:32](OC)=[O:33])(=[O:30])=[O:29])=[CH:16][N:17]=2)[CH:6]=[CH:7][C:8]=1[O:9][CH:10]([CH3:12])[CH3:11])#[N:2].[BH4-].[Na+].CO. The catalyst is C1COCC1. The product is [C:1]([C:3]1[CH:4]=[C:5]([C:13]2[S:14][C:15]([C:18]3[CH:26]=[CH:25][CH:24]=[C:23]4[C:19]=3[CH2:20][CH2:21][C@@H:22]4[NH:27][S:28]([CH2:31][CH2:32][OH:33])(=[O:29])=[O:30])=[CH:16][N:17]=2)[CH:6]=[CH:7][C:8]=1[O:9][CH:10]([CH3:12])[CH3:11])#[N:2]. The yield is 0.640. (7) The reactants are [CH3:1][S:2][C:3]1[CH:10]=[CH:9][C:6]([C:7]#N)=[CH:5][CH:4]=1.[CH2:11]([Mg]Cl)[CH2:12][C:13]1[CH:18]=[CH:17][CH:16]=[CH:15][CH:14]=1.C1C[O:24]CC1. No catalyst specified. The product is [CH3:1][S:2][C:3]1[CH:10]=[CH:9][C:6]([C:7](=[O:24])[CH2:11][CH2:12][C:13]2[CH:18]=[CH:17][CH:16]=[CH:15][CH:14]=2)=[CH:5][CH:4]=1. The yield is 0.960. (8) The reactants are [CH2:1]([O:8][C:9]1[CH:10]=[CH:11][C:12]([C:20](=[O:23])[CH2:21][Br:22])=[C:13]2[C:18]=1[NH:17][C:16](=[O:19])[CH:15]=[CH:14]2)[C:2]1[CH:7]=[CH:6][CH:5]=[CH:4][CH:3]=1.O1CCCC1.B.CO. The catalyst is C1(C)C=CC=CC=1. The product is [CH2:1]([O:8][C:9]1[CH:10]=[CH:11][C:12]([C@@H:20]([OH:23])[CH2:21][Br:22])=[C:13]2[C:18]=1[NH:17][C:16](=[O:19])[CH:15]=[CH:14]2)[C:2]1[CH:3]=[CH:4][CH:5]=[CH:6][CH:7]=1. The yield is 0.810. (9) The reactants are [F:1][C:2]1[CH:7]=[C:6]([F:8])[CH:5]=[CH:4][C:3]=1[C:9]1([C:12]([F:32])([F:31])[C:13]2[N:18]=[CH:17][C:16]([CH:19]([C:21]3[CH:26]=[CH:25][C:24]([C:27]([F:30])([F:29])[F:28])=[CH:23][CH:22]=3)[OH:20])=[CH:15][CH:14]=2)[CH2:11][O:10]1.[NH:33]1[CH:37]=[N:36][N:35]=[N:34]1.C([O-])([O-])=O.[K+].[K+]. The catalyst is CN(C=O)C. The product is [F:1][C:2]1[CH:7]=[C:6]([F:8])[CH:5]=[CH:4][C:3]=1[C:9]([OH:10])([CH2:11][N:33]1[CH:37]=[N:36][N:35]=[N:34]1)[C:12]([F:31])([F:32])[C:13]1[CH:14]=[CH:15][C:16]([CH:19]([OH:20])[C:21]2[CH:26]=[CH:25][C:24]([C:27]([F:28])([F:30])[F:29])=[CH:23][CH:22]=2)=[CH:17][N:18]=1. The yield is 0.430.